This data is from Full USPTO retrosynthesis dataset with 1.9M reactions from patents (1976-2016). The task is: Predict the reactants needed to synthesize the given product. (1) The reactants are: C[N+]1(C)[CH:6]([C:7]([O:9][CH2:10][CH2:11][N+](C)(C)C)=[O:8])[CH2:5][CH2:4][CH2:3]1.[I-].[I-].Cl.[CH2:20](O)[CH2:21]C#C. Given the product [O:8]1[CH2:3][CH2:4][CH2:5][CH2:6][CH:7]1[O:9][CH2:10][CH2:11][C:20]#[CH:21], predict the reactants needed to synthesize it. (2) Given the product [N+:1]([C:4]1[CH:9]=[CH:8][C:7]([C:10]2[NH:11][C:14]([CH2:15][CH2:16][C:17]([O:19][C:20]([CH3:23])([CH3:22])[CH3:21])=[O:18])=[N:13][N:12]=2)=[CH:6][CH:5]=1)([O-:3])=[O:2], predict the reactants needed to synthesize it. The reactants are: [N+:1]([C:4]1[CH:9]=[CH:8][C:7]([C:10]([NH:12][NH:13][C:14](=O)[CH2:15][CH2:16][C:17]([O:19][C:20]([CH3:23])([CH3:22])[CH3:21])=[O:18])=[NH:11])=[CH:6][CH:5]=1)([O-:3])=[O:2]. (3) Given the product [F:7][C:8]1[N:9]=[CH:10][C:11]([CH:14]([CH3:16])[CH2:15][OH:1])=[CH:12][CH:13]=1, predict the reactants needed to synthesize it. The reactants are: [O:1]1CCCC1.B.[F:7][C:8]1[CH:13]=[CH:12][C:11]([C:14]([CH3:16])=[CH2:15])=[CH:10][N:9]=1.[OH-].[Na+].OO. (4) Given the product [C:1]([C:3]1[CH:8]=[CH:7][C:6]([NH:9][C:10]([CH:12]2[NH:16][CH:15]([CH2:17][C:18]([CH3:21])([CH3:20])[CH3:19])[C:14]3([C:29]4[C:24](=[CH:25][C:26]([Cl:31])=[CH:27][C:28]=4[F:30])[NH:23][C:22]3=[O:32])[CH:13]2[C:33]2[CH:38]=[CH:37][CH:36]=[C:35]([Cl:39])[C:34]=2[F:40])=[O:11])=[C:5]([O:41][CH3:42])[CH:4]=1)(=[O:43])[NH2:2], predict the reactants needed to synthesize it. The reactants are: [C:1]([C:3]1[CH:8]=[CH:7][C:6]([NH:9][C:10]([CH:12]2[NH:16][CH:15]([CH2:17][C:18]([CH3:21])([CH3:20])[CH3:19])[C:14]3([C:29]4[C:24](=[CH:25][C:26]([Cl:31])=[CH:27][C:28]=4[F:30])[NH:23][C:22]3=[O:32])[CH:13]2[C:33]2[CH:38]=[CH:37][CH:36]=[C:35]([Cl:39])[C:34]=2[F:40])=[O:11])=[C:5]([O:41][CH3:42])[CH:4]=1)#[N:2].[OH:43]O.[OH-].[Na+]. (5) Given the product [CH2:1]([N:8]([C:34]([O:36][C:37]([CH3:40])([CH3:39])[CH3:38])=[O:35])[C:9]1[CH:10]=[CH:11][C:12]([C:15]2[N:20]=[CH:19][N:18]=[C:17]([NH:21][C@H:22]([C:30]([OH:32])=[O:31])[CH2:23][C:24]3[CH:29]=[CH:28][CH:27]=[CH:26][CH:25]=3)[CH:16]=2)=[CH:13][CH:14]=1)[C:2]1[CH:7]=[CH:6][CH:5]=[CH:4][CH:3]=1, predict the reactants needed to synthesize it. The reactants are: [CH2:1]([N:8]([C:34]([O:36][C:37]([CH3:40])([CH3:39])[CH3:38])=[O:35])[C:9]1[CH:14]=[CH:13][C:12]([C:15]2[N:20]=[CH:19][N:18]=[C:17]([NH:21][C@H:22]([C:30]([O:32]C)=[O:31])[CH2:23][C:24]3[CH:29]=[CH:28][CH:27]=[CH:26][CH:25]=3)[CH:16]=2)=[CH:11][CH:10]=1)[C:2]1[CH:7]=[CH:6][CH:5]=[CH:4][CH:3]=1.[OH-].[Na+]. (6) Given the product [CH3:1][O:2][C:3](=[O:4])/[CH:5]=[CH:44]/[C:22]1[CH:23]=[C:24]2[N:29]([C:21]=1[C:18]1[CH:19]=[CH:20][C:15]([F:14])=[CH:16][CH:17]=1)[CH:28]=[CH:27][C:26]([CH2:30][N:31]1[CH:35]=[C:34]([C:36]([OH:43])([C:39]([F:40])([F:41])[F:42])[CH2:37][CH3:38])[N:33]=[N:32]1)=[CH:25]2, predict the reactants needed to synthesize it. The reactants are: [CH3:1][O:2][C:3]([CH2:5]P(OC)(OC)=O)=[O:4].[H-].[Na+].[F:14][C:15]1[CH:20]=[CH:19][C:18]([C:21]2[N:29]3[C:24]([CH:25]=[C:26]([CH2:30][N:31]4[CH:35]=[C:34]([C:36]([OH:43])([C:39]([F:42])([F:41])[F:40])[CH2:37][CH3:38])[N:33]=[N:32]4)[CH:27]=[CH:28]3)=[CH:23][C:22]=2[CH:44]=O)=[CH:17][CH:16]=1. (7) Given the product [F:1][C:2]1[CH:15]=[C:14]([OH:16])[CH:13]=[CH:12][C:3]=1[CH2:4][CH2:5][N:6]1[CH2:10][CH2:9][CH2:8][C@H:7]1[CH3:11], predict the reactants needed to synthesize it. The reactants are: [F:1][C:2]1[CH:15]=[C:14]([O:16]C)[CH:13]=[CH:12][C:3]=1[CH2:4][CH2:5][N:6]1[CH2:10][CH2:9][CH2:8][C@H:7]1[CH3:11].B(Br)(Br)Br. (8) Given the product [F:1][C:2]1[CH:13]=[CH:12][C:5]([C:6]([N:8]([O:10][CH3:11])[CH3:9])=[O:7])=[CH:4][C:3]=1[O:14][CH:15]([CH3:17])[CH3:16], predict the reactants needed to synthesize it. The reactants are: [F:1][C:2]1[CH:13]=[CH:12][C:5]([C:6]([N:8]([O:10][CH3:11])[CH3:9])=[O:7])=[CH:4][C:3]=1[OH:14].[CH:15](I)([CH3:17])[CH3:16].C([O-])([O-])=O.[Cs+].[Cs+].CN(C=O)C.